Dataset: Forward reaction prediction with 1.9M reactions from USPTO patents (1976-2016). Task: Predict the product of the given reaction. (1) The product is: [C:141]([C:131]1[CH:130]=[C:129]([NH:128][C:126]([NH:1][CH2:2][C:3]2[CH:28]=[CH:27][CH:26]=[CH:25][C:4]=2[CH2:5][O:6][C:7]2[N:12]=[CH:11][N:10]([CH2:13][C:14]3[CH:19]=[CH:18][C:17]([O:20][CH3:21])=[CH:16][CH:15]=3)[C:9](=[O:22])[C:8]=2[CH2:23][CH3:24])=[O:127])[N:133]([C:134]2[CH:139]=[CH:138][CH:137]=[C:136]([F:140])[CH:135]=2)[N:132]=1)([CH3:144])([CH3:142])[CH3:143]. Given the reactants [NH2:1][CH2:2][C:3]1[CH:28]=[CH:27][CH:26]=[CH:25][C:4]=1[CH2:5][O:6][C:7]1[N:12]=[CH:11][N:10]([CH2:13][C:14]2[CH:19]=[CH:18][C:17]([O:20][CH3:21])=[CH:16][CH:15]=2)[C:9](=[O:22])[C:8]=1[CH2:23][CH3:24].C(C1C=C(NC(NCC2C=CC=CC=2COC2N=CN(CC3C=CC(OC)=CC=3)C(=O)C=2CC)=O)N(C2C=CC(C)=CC=2)N=1)(C)(C)C.C(N(CC)CC)C.C(C1C=C(NC(=O)OC2C=CC([N+]([O-])=O)=CC=2)N(C2C=CC=C(OC)C=2)N=1)(C)(C)C.BrC1C(=O)N(CC2C=CC(OC)=CC=2)C(C)=CC=1OCC1C=CC=CC=1CN[C:126]([NH:128][C:129]1[N:133]([C:134]2[CH:139]=[CH:138][CH:137]=[C:136]([F:140])[CH:135]=2)[N:132]=[C:131]([C:141]([CH3:144])([CH3:143])[CH3:142])[CH:130]=1)=[O:127], predict the reaction product. (2) Given the reactants B(Br)(Br)Br.[CH2:5]([O:7][C:8](=[O:26])[CH2:9][CH2:10][CH2:11][CH2:12][C:13]1[CH:17]=[C:16]([C:18]2[CH:23]=[CH:22][CH:21]=[CH:20][C:19]=2[O:24]C)[O:15][N:14]=1)[CH3:6], predict the reaction product. The product is: [CH2:5]([O:7][C:8](=[O:26])[CH2:9][CH2:10][CH2:11][CH2:12][C:13]1[CH:17]=[C:16]([C:18]2[CH:23]=[CH:22][CH:21]=[CH:20][C:19]=2[OH:24])[O:15][N:14]=1)[CH3:6]. (3) Given the reactants [B:1]12[B:4]3[B:5]4[B:2]1[C:3]234.[O-2:6].[O-2].[Ti+4:8].[CH4:9].[C-]#[Si+], predict the reaction product. The product is: [B:1]12[B:4]3[B:5]4[B:2]1[C:3]234.[O-2:6].[O-2:6].[Ti+4:8].[C:9]. (4) Given the reactants [CH2:1]([N:5]([CH2:24][CH:25]([CH3:27])[CH3:26])[C:6]1[CH:11]=[CH:10][C:9]([C:12]2[CH:17]=[CH:16][CH:15]=[CH:14][C:13]=2[C:18]2[NH:22][N:21]=[N:20][N:19]=2)=[CH:8][C:7]=1[NH2:23])[CH:2]([CH3:4])[CH3:3].CCN(CC)CC.[C:35](Cl)(=O)[O:36]C1C=CC([N+]([O-])=O)=CC=1.[S:48]1[CH:52]=[CH:51][N:50]=[C:49]1[NH2:53], predict the reaction product. The product is: [CH2:1]([N:5]([CH2:24][CH:25]([CH3:27])[CH3:26])[C:6]1[CH:11]=[CH:10][C:9]([C:12]2[CH:17]=[CH:16][CH:15]=[CH:14][C:13]=2[C:18]2[NH:22][N:21]=[N:20][N:19]=2)=[CH:8][C:7]=1[NH:23][C:35]([NH:53][C:49]1[S:48][CH:52]=[CH:51][N:50]=1)=[O:36])[CH:2]([CH3:4])[CH3:3]. (5) Given the reactants [CH:1]([C:4]1[CH:9]=[CH:8][C:7]([C@H:10]2[C:14]3[C:15]([CH3:21])=[C:16]([NH2:20])[C:17]([CH3:19])=[CH:18][C:13]=3[O:12][CH2:11]2)=[CH:6][CH:5]=1)([CH3:3])[CH3:2].CCC[CH2:25][CH2:26][CH3:27].C([O:31][CH2:32][CH3:33])(=O)C.[CH:34](Cl)(Cl)Cl, predict the reaction product. The product is: [CH:1]([C:4]1[CH:5]=[CH:6][C:7]([C@H:10]2[C:14]3[C:15]([CH3:21])=[C:16]([NH:20][C:32](=[O:31])[CH2:33][C:26]([CH3:25])([CH3:27])[CH3:34])[C:17]([CH3:19])=[CH:18][C:13]=3[O:12][CH2:11]2)=[CH:8][CH:9]=1)([CH3:3])[CH3:2]. (6) Given the reactants [Cl:1][C:2]1[N:3]=[C:4]([CH3:15])[C:5]2[C:10]([CH:11]=1)=[C:9]([N+:12]([O-])=O)[CH:8]=[CH:7][CH:6]=2.[BH4-].[Na+], predict the reaction product. The product is: [NH2:12][C:9]1[CH:8]=[CH:7][CH:6]=[C:5]2[C:10]=1[CH:11]=[C:2]([Cl:1])[N:3]=[C:4]2[CH3:15]. (7) The product is: [C:1]([NH:4][CH2:5][CH2:6][C:7]1[CH:12]=[CH:11][CH:10]=[CH:9][C:8]=1[C:13]1[O:17][N:16]=[C:15]([C@@H:18]2[C@:23]([C:28]3[CH:33]=[CH:32][C:31]([F:34])=[C:30]([F:35])[CH:29]=3)([O:24][CH2:25][N:52]3[CH:54]=[CH:56][N:49]=[N:50]3)[CH2:22][CH2:21][N:20]([C:36]([O:38][C:39]([CH3:41])([CH3:42])[CH3:40])=[O:37])[CH2:19]2)[C:14]=1[Br:43])(=[O:3])[CH3:2]. Given the reactants [C:1]([NH:4][CH2:5][CH2:6][C:7]1[CH:12]=[CH:11][CH:10]=[CH:9][C:8]=1[C:13]1[O:17][N:16]=[C:15]([C@@H:18]2[C@:23]([C:28]3[CH:33]=[CH:32][C:31]([F:34])=[C:30]([F:35])[CH:29]=3)([O:24][CH2:25]C#C)[CH2:22][CH2:21][N:20]([C:36]([O:38][C:39]([CH3:42])([CH3:41])[CH3:40])=[O:37])[CH2:19]2)[C:14]=1[Br:43])(=[O:3])[CH3:2].C[Si](N=[N+:49]=[N-:50])(C)C.C[N:52]([CH:54]=O)C.[CH3:56]O, predict the reaction product.